From a dataset of Human liver microsome stability data. Regression/Classification. Given a drug SMILES string, predict its absorption, distribution, metabolism, or excretion properties. Task type varies by dataset: regression for continuous measurements (e.g., permeability, clearance, half-life) or binary classification for categorical outcomes (e.g., BBB penetration, CYP inhibition). Dataset: hlm. (1) The molecule is CNc1nc2ccccn2c(=N)c1S(=O)(=O)c1ccccc1. The result is 1 (stable in human liver microsomes). (2) The molecule is Oc1nc2cc(Cl)c(Cl)cc2n1C1CCN(Cc2ccc(Br)cc2F)CC1. The result is 0 (unstable in human liver microsomes). (3) The compound is CNC(=O)[C@@H](NC(=O)c1ccc(-c2ccc(CSc3nc(O)c4c(C)csc4n3)c(F)c2)o1)C(C)C. The result is 1 (stable in human liver microsomes). (4) The compound is CC(C)[C@@H]1CC[C@]2(C(=O)NCCCCCCCCC(=O)N[C@@H](CCC(N)=O)C(=O)O)CC[C@]3(C)[C@H](CC[C@@H]4[C@@]5(C)CC[C@H](O)C(C)(C)[C@@H]5CC[C@]43C)[C@@H]12. The result is 1 (stable in human liver microsomes). (5) The compound is CC(C)(C)[C@H](NC(=O)n1c(=O)n(CCC2(O)CCOCC2)c2ccccc21)C(N)=O. The result is 0 (unstable in human liver microsomes). (6) The result is 0 (unstable in human liver microsomes). The compound is CC[C@H](NS(=O)(=O)c1ccc(-c2sc(C(=O)NCC(C)(C)O)nc2C(=O)N(CC)CC)c(Cl)c1Cl)C(F)(F)F.